Dataset: Catalyst prediction with 721,799 reactions and 888 catalyst types from USPTO. Task: Predict which catalyst facilitates the given reaction. (1) The catalyst class is: 119. Product: [Br:1][C:2]1[CH:3]=[CH:4][C:5]([C:8]2([O:20][CH2:21][CH2:22][O:23][S:38]([C:35]3[CH:36]=[CH:37][C:32]([CH3:42])=[CH:33][CH:34]=3)(=[O:40])=[O:39])[CH2:12][CH2:11][N:10]([C:13]([O:15][C:16]([CH3:18])([CH3:19])[CH3:17])=[O:14])[CH2:9]2)=[CH:6][CH:7]=1. Reactant: [Br:1][C:2]1[CH:7]=[CH:6][C:5]([C:8]2([O:20][CH2:21][CH2:22][OH:23])[CH2:12][CH2:11][N:10]([C:13]([O:15][C:16]([CH3:19])([CH3:18])[CH3:17])=[O:14])[CH2:9]2)=[CH:4][CH:3]=1.C(N(CC)CC)C.[Cl-].[C:32]1([CH3:42])[CH:37]=[CH:36][C:35]([S:38]([O-])(=[O:40])=[O:39])=[CH:34][CH:33]=1. (2) Reactant: [CH3:1][C@H:2]1[CH2:6][CH2:5][CH2:4][N:3]1[CH2:7][C@H:8]1[CH2:10][C@@H:9]1[C:11]1[CH:16]=[CH:15][C:14]([N:17]2[C:22](=[O:23])[CH:21]=[CH:20][CH:19]=[N:18]2)=[CH:13][CH:12]=1.[C:24]([OH:33])(=[O:32])[C@H:25]([C@@H:27]([C:29]([OH:31])=[O:30])[OH:28])[OH:26]. Product: [OH:28][C@@H:27]([C@H:25]([OH:26])[C:24]([OH:33])=[O:32])[C:29]([OH:31])=[O:30].[CH3:1][C@H:2]1[CH2:6][CH2:5][CH2:4][N:3]1[CH2:7][C@H:8]1[CH2:10][C@@H:9]1[C:11]1[CH:16]=[CH:15][C:14]([N:17]2[C:22](=[O:23])[CH:21]=[CH:20][CH:19]=[N:18]2)=[CH:13][CH:12]=1. The catalyst class is: 5. (3) Reactant: [Cl:1][C:2]1[C:7]([NH:8][CH:9]([CH3:11])[CH3:10])=[CH:6][CH:5]=[CH:4][C:3]=1[C:12]1[O:13][C:14]2[C:19]([C:20](=[O:22])[CH:21]=1)=[C:18]([O:23]C)[CH:17]=[C:16]([O:25]C)[C:15]=2[C@@H:27]1[CH2:31][CH2:30][N:29]([CH3:32])[C@H:28]1[CH2:33][OH:34].Cl.N1C=CC=CC=1.C([O-])([O-])=O.[Na+].[Na+]. Product: [Cl:1][C:2]1[C:7]([NH:8][CH:9]([CH3:11])[CH3:10])=[CH:6][CH:5]=[CH:4][C:3]=1[C:12]1[O:13][C:14]2[C:19]([C:20](=[O:22])[CH:21]=1)=[C:18]([OH:23])[CH:17]=[C:16]([OH:25])[C:15]=2[C@@H:27]1[CH2:31][CH2:30][N:29]([CH3:32])[C@H:28]1[CH2:33][OH:34]. The catalyst class is: 5. (4) Reactant: [H-].[Na+].[Cl:3][C:4]1[CH:5]=[C:6]([C:11]2([C:31]([F:34])([F:33])[F:32])[O:15][N:14]=[C:13]([C:16]3[CH:29]=[CH:28][C:19]([C:20]([NH:22][CH:23]4[CH2:27][CH2:26][CH2:25][O:24]4)=[O:21])=[C:18]([CH3:30])[CH:17]=3)[CH2:12]2)[CH:7]=[C:8]([Cl:10])[CH:9]=1.Cl[C:36]([O:38][CH3:39])=[O:37]. Product: [Cl:3][C:4]1[CH:5]=[C:6]([C:11]2([C:31]([F:33])([F:32])[F:34])[O:15][N:14]=[C:13]([C:16]3[CH:29]=[CH:28][C:19]([C:20]([N:22]([CH:23]4[CH2:27][CH2:26][CH2:25][O:24]4)[C:36](=[O:37])[O:38][CH3:39])=[O:21])=[C:18]([CH3:30])[CH:17]=3)[CH2:12]2)[CH:7]=[C:8]([Cl:10])[CH:9]=1. The catalyst class is: 30. (5) Reactant: [CH3:1][O:2][C:3](=[O:35])[C:4]([NH:28][CH2:29][C:30]([O:32][CH2:33][CH3:34])=[O:31])([S:11]([C:14]1[CH:19]=[CH:18][C:17]([O:20][C:21]2[CH:26]=[CH:25][C:24]([F:27])=[CH:23][CH:22]=2)=[CH:16][CH:15]=1)(=[O:13])=[O:12])[C:5]([CH3:10])([CH3:9])C(O)=O.C([N:38]([CH2:41]C)CC)C.C1(P(N=[N+]=[N-])(C2C=CC=CC=2)=[O:50])C=CC=CC=1.[CH2:60]([OH:67])[C:61]1[CH:66]=[CH:65][CH:64]=[CH:63][CH:62]=1. Product: [F:27][C:24]1[CH:25]=[CH:26][C:21]([O:20][C:17]2[CH:16]=[CH:15][C:14]([S:11]([C:4]([NH:28][CH2:29][C:30]([O:32][CH2:33][CH3:34])=[O:31])([C:5]([NH:38][C:41]([O:67][CH2:60][C:61]3[CH:66]=[CH:65][CH:64]=[CH:63][CH:62]=3)=[O:50])([CH3:9])[CH3:10])[C:3]([O:2][CH3:1])=[O:35])(=[O:12])=[O:13])=[CH:19][CH:18]=2)=[CH:22][CH:23]=1. The catalyst class is: 48. (6) Reactant: [CH2:1]([N:8]([C:15]1[CH:20]=[C:19]([Cl:21])[CH:18]=[C:17]([Cl:22])[CH:16]=1)/[C:9](/SC)=[N:10]/[C:11]#[N:12])[C:2]1[CH:7]=[CH:6][CH:5]=[CH:4][CH:3]=1.[NH2:23][NH2:24]. Product: [CH2:1]([N:8]([C:15]1[CH:16]=[C:17]([Cl:22])[CH:18]=[C:19]([Cl:21])[CH:20]=1)[C:9]1[N:10]=[C:11]([NH2:12])[NH:24][N:23]=1)[C:2]1[CH:7]=[CH:6][CH:5]=[CH:4][CH:3]=1. The catalyst class is: 8. (7) The catalyst class is: 20. Product: [F:27][C:20]1[C:17]([C:18]#[N:19])=[C:16]([NH:8][C:4]2[CH:5]=[N:6][CH:7]=[C:2]([F:1])[CH:3]=2)[C:23]([N+:24]([O-:26])=[O:25])=[CH:22][CH:21]=1. Reactant: [F:1][C:2]1[CH:3]=[C:4]([NH2:8])[CH:5]=[N:6][CH:7]=1.CC(C)([O-])C.[K+].F[C:16]1[C:23]([N+:24]([O-:26])=[O:25])=[CH:22][CH:21]=[C:20]([F:27])[C:17]=1[C:18]#[N:19]. (8) Reactant: [C:1]([O:5][C:6]([NH:8][C@@H:9]1[CH2:14][CH2:13][CH2:12][CH2:11][C@H:10]1[O:15]CC1C=CC=CC=1)=[O:7])([CH3:4])([CH3:3])[CH3:2]. Product: [C:1]([O:5][C:6]([NH:8][C@@H:9]1[CH2:14][CH2:13][CH2:12][CH2:11][C@H:10]1[OH:15])=[O:7])([CH3:4])([CH3:2])[CH3:3]. The catalyst class is: 19. (9) Reactant: [S:1]1[CH:5]=[CH:4][N:3]=[C:2]1[CH:6]=[O:7].C(=O)([O-])[O-].[K+].[K+].[F:14][C:15]([Si](C)(C)C)([F:17])[F:16]. Product: [F:14][C:15]([F:17])([F:16])[CH:6]([C:2]1[S:1][CH:5]=[CH:4][N:3]=1)[OH:7]. The catalyst class is: 9.